Task: Predict the reaction yield, written as a fraction of the theoretical maximum amount of product (1.0 means a 100% yield; for example, 0.34 means a 34% yield).. Dataset: Reaction yield outcomes from USPTO patents with 853,638 reactions (1) The reactants are C(N(CC)CC)C.Br[C:9]([CH3:23])(C)[C:10]([O:12][C:13]1[CH:14]=[C:15]([CH:19]=[CH:20][CH:21]=1)C(Cl)=O)=O. The catalyst is C(Cl)Cl. The product is [O:12]1[C:13]2[C:21](=[CH:20][CH:19]=[CH:15][CH:14]=2)[CH:23]=[CH:9][CH2:10]1. The yield is 0.930. (2) The reactants are [Cl:1][C:2]1[CH:7]=[CH:6][C:5](B(O)O)=[CH:4][C:3]=1[O:11][CH3:12].Br[CH:14]=[C:15]1[C:21]2[CH:22]=[CH:23][CH:24]=[C:25]([Cl:26])[C:20]=2[CH2:19][CH2:18][C:17]2[CH:27]=[CH:28][CH:29]=[CH:30][C:16]1=2. No catalyst specified. The product is [Cl:26][C:25]1[C:20]2[CH2:19][CH2:18][C:17]3[CH:27]=[CH:28][CH:29]=[CH:30][C:16]=3[C:15](=[CH:14][C:5]3[CH:6]=[CH:7][C:2]([Cl:1])=[C:3]([O:11][CH3:12])[CH:4]=3)[C:21]=2[CH:22]=[CH:23][CH:24]=1. The yield is 0.710.